The task is: Predict the reactants needed to synthesize the given product.. This data is from Full USPTO retrosynthesis dataset with 1.9M reactions from patents (1976-2016). (1) Given the product [CH3:12][CH2:11][CH2:10][CH2:9][O:8][P:6]([O:5][CH2:4][CH2:3][CH2:2][CH3:1])([O:13][CH2:14][CH2:15][CH2:16][CH3:17])=[O:7].[CH2:18]([NH2:28])[CH2:19][O:20][CH2:21][CH2:22][O:23][CH2:24][C:25]([OH:27])=[O:26], predict the reactants needed to synthesize it. The reactants are: [CH3:1][CH2:2][CH2:3][CH2:4][O:5][P:6]([O:13][CH2:14][CH2:15][CH2:16][CH3:17])([O:8][CH2:9][CH2:10][CH2:11][CH3:12])=[O:7].[CH2:18]([NH2:28])[CH2:19][O:20][CH2:21][CH2:22][O:23][CH2:24][C:25]([OH:27])=[O:26]. (2) Given the product [Cl:19][CH2:2][CH2:3][N:4]1[CH2:9][CH2:8][N:7]([C:10]([O:12][C:13]([CH3:16])([CH3:15])[CH3:14])=[O:11])[CH2:6][CH2:5]1, predict the reactants needed to synthesize it. The reactants are: O[CH2:2][CH2:3][N:4]1[CH2:9][CH2:8][N:7]([C:10]([O:12][C:13]([CH3:16])([CH3:15])[CH3:14])=[O:11])[CH2:6][CH2:5]1.S(Cl)([Cl:19])=O. (3) Given the product [C:62]([N:38]1[CH2:37][C:36]2([CH2:40][CH:33]([C:30]3[NH:31][CH:32]=[C:28]([C:25]4[CH:24]=[CH:23][C:22]([C:19]5[CH:20]=[CH:21][C:16]([C:14]6[N:15]=[C:11]([C@@H:7]7[CH2:8][CH2:9][CH2:10][N:6]7[C:4]([C@@H:3]([NH:52][C:53](=[O:56])[O:54][CH3:55])[CH:2]([CH3:57])[CH3:1])=[O:5])[NH:12][CH:13]=6)=[CH:17][CH:18]=5)=[CH:27][CH:26]=4)[N:29]=3)[N:34]([C:41](=[O:51])[C@@H:42]([NH:46][C:47]([O:49][CH3:50])=[O:48])[CH:43]([CH3:44])[CH3:45])[CH2:35]2)[CH2:39]1)(=[O:63])[CH3:61], predict the reactants needed to synthesize it. The reactants are: [CH3:1][CH:2]([CH3:57])[C@H:3]([NH:52][C:53](=[O:56])[O:54][CH3:55])[C:4]([N:6]1[CH2:10][CH2:9][CH2:8][C@H:7]1[C:11]1[NH:12][CH:13]=[C:14]([C:16]2[CH:21]=[CH:20][C:19]([C:22]3[CH:27]=[CH:26][C:25]([C:28]4[N:29]=[C:30]([CH:33]5[CH2:40][C:36]6([CH2:39][NH:38][CH2:37]6)[CH2:35][N:34]5[C:41](=[O:51])[C@@H:42]([NH:46][C:47]([O:49][CH3:50])=[O:48])[CH:43]([CH3:45])[CH3:44])[NH:31][CH:32]=4)=[CH:24][CH:23]=3)=[CH:18][CH:17]=2)[N:15]=1)=[O:5].C1[C:62]2(OCCC[O:63]2)[CH2:61][C@@H](C(OC)=O)N1C(OCC1C=CC=CC=1)=O. (4) Given the product [CH:36]1([CH2:35][N:30]2[CH:2]=[C:1]([C:3]3[CH:4]=[C:5]4[N:11]=[CH:10][N:9]([C:12]5[CH:13]=[C:14]([NH:26][C:27](=[O:29])[CH3:28])[CH:15]=[C:16]([C:18]6[CH:23]=[CH:22][C:21]([F:24])=[CH:20][C:19]=6[F:25])[CH:17]=5)[C:6]4=[N:7][CH:8]=3)[N:32]=[N:31]2)[CH2:38][CH2:37]1, predict the reactants needed to synthesize it. The reactants are: [C:1]([C:3]1[CH:4]=[C:5]2[N:11]=[CH:10][N:9]([C:12]3[CH:13]=[C:14]([NH:26][C:27](=[O:29])[CH3:28])[CH:15]=[C:16]([C:18]4[CH:23]=[CH:22][C:21]([F:24])=[CH:20][C:19]=4[F:25])[CH:17]=3)[C:6]2=[N:7][CH:8]=1)#[CH:2].[N-:30]=[N+:31]=[N-:32].[Na+].Br[CH2:35][CH:36]1[CH2:38][CH2:37]1.